Dataset: Forward reaction prediction with 1.9M reactions from USPTO patents (1976-2016). Task: Predict the product of the given reaction. (1) Given the reactants [Br:1][C:2]1[CH:7]=[CH:6][C:5]([N:8]2[CH2:13][CH2:12][N:11]([S:14]([CH3:17])(=[O:16])=[O:15])[CH2:10][CH2:9]2)=[CH:4][CH:3]=1.C[Si](C)(C)[N-][Si](C)(C)C.[Li+].Cl[C:29]([O:31][CH3:32])=[O:30], predict the reaction product. The product is: [Br:1][C:2]1[CH:3]=[CH:4][C:5]([N:8]2[CH2:13][CH2:12][N:11]([S:14]([CH2:17][C:29]([O:31][CH3:32])=[O:30])(=[O:15])=[O:16])[CH2:10][CH2:9]2)=[CH:6][CH:7]=1. (2) Given the reactants [NH2:1][CH2:2][CH:3]1[CH2:7][C:6]2[CH:8]=[C:9]([C:13]3[S:17][C:16]([C:18](=[O:20])[CH3:19])=[CH:15][CH:14]=3)[CH:10]=[C:11]([Cl:12])[C:5]=2[O:4]1.CCN=C=N[CH2:26][CH2:27][CH2:28]N(C)C.[CH:32]1[CH:33]=[CH:34][C:35]2N(O)N=[N:38][C:36]=2[CH:37]=1.CCN(C(C)C)C(C)C.CN(C=[O:55])C, predict the reaction product. The product is: [C:18]([C:16]1[S:17][C:13]([C:9]2[CH:10]=[C:11]([Cl:12])[C:5]3[O:4][CH:3]([CH2:2][NH:1][C:26](=[O:55])/[CH:27]=[CH:28]/[C:35]4[CH:34]=[CH:33][CH:32]=[CH:37][C:36]=4[NH2:38])[CH2:7][C:6]=3[CH:8]=2)=[CH:14][CH:15]=1)(=[O:20])[CH3:19]. (3) The product is: [CH3:13][N:14]([CH3:20])[C@@H:15]1[CH2:19][CH2:18][N:17]([CH2:2][C:3]2[CH:12]=[CH:11][C:6]([C:7]([O:9][CH3:10])=[O:8])=[CH:5][CH:4]=2)[CH2:16]1. Given the reactants Br[CH2:2][C:3]1[CH:12]=[CH:11][C:6]([C:7]([O:9][CH3:10])=[O:8])=[CH:5][CH:4]=1.[CH3:13][N:14]([CH3:20])[C@@H:15]1[CH2:19][CH2:18][NH:17][CH2:16]1.C(=O)([O-])[O-].[K+].[K+], predict the reaction product. (4) Given the reactants [CH2:1]([C:8]1([OH:14])[CH2:12][CH2:11][O:10][C:9]1=[O:13])[C:2]1[CH:7]=[CH:6][CH:5]=[CH:4][CH:3]=1.[NH2:15][C@H:16]([C:21]([NH:23][CH3:24])=[O:22])[C:17]([CH3:20])([CH3:19])[CH3:18].N1C=CC=CC1=O, predict the reaction product. The product is: [CH2:1]([C@:8]([OH:14])([CH2:12][CH2:11][OH:10])[C:9]([NH:15][C@H:16]([C:21](=[O:22])[NH:23][CH3:24])[C:17]([CH3:20])([CH3:19])[CH3:18])=[O:13])[C:2]1[CH:7]=[CH:6][CH:5]=[CH:4][CH:3]=1.[CH2:1]([C@@:8]([OH:14])([CH2:12][CH2:11][OH:10])[C:9]([NH:15][C@H:16]([C:21](=[O:22])[NH:23][CH3:24])[C:17]([CH3:20])([CH3:19])[CH3:18])=[O:13])[C:2]1[CH:7]=[CH:6][CH:5]=[CH:4][CH:3]=1. (5) Given the reactants [CH:1]1([C@@H:6]2[NH:11][C:10](=[O:12])[C@H:9]([CH2:13][CH:14]([CH3:16])[CH3:15])[NH:8][CH2:7]2)[CH2:5][CH2:4][CH2:3][CH2:2]1.[F:17][C:18]1[CH:23]=[CH:22][C:21]([C:24]2[O:28][N:27]=[C:26]([CH:29]=O)[CH:25]=2)=[CH:20][CH:19]=1.C([C@@H]1N(CC2C=C(C3C=CC=CC=3)ON=2)C[C@H](CC(C)C)NC1=O)C(C)C, predict the reaction product. The product is: [CH:1]1([C@@H:6]2[NH:11][C:10](=[O:12])[C@H:9]([CH2:13][CH:14]([CH3:16])[CH3:15])[N:8]([CH2:29][C:26]3[CH:25]=[C:24]([C:21]4[CH:22]=[CH:23][C:18]([F:17])=[CH:19][CH:20]=4)[O:28][N:27]=3)[CH2:7]2)[CH2:2][CH2:3][CH2:4][CH2:5]1. (6) Given the reactants C(N1C=CN=C1)(N1C=CN=C1)=O.N12[CH2:23][CH2:22][CH2:21][N:20]=[C:19]1[CH2:18][CH2:17][CH2:16][CH2:15]C2.[CH3:24][N:25]([CH3:30])[S:26](N)(=[O:28])=[O:27], predict the reaction product. The product is: [CH3:24][N:25]([CH3:30])[S:26]([C:19]1[NH:20][C:21]2[C:17]([CH:18]=1)=[CH:16][CH:15]=[CH:23][CH:22]=2)(=[O:28])=[O:27]. (7) Given the reactants [C:1]([O:5][C:6]([N:8]1[CH2:12][C@@H:11]([N:13]2[CH2:18][CH2:17][CH:16]([C:19]3[O:20][C:21]4[CH:27]=[CH:26][C:25]([C:28]([O:30]CC)=[O:29])=[CH:24][C:22]=4[N:23]=3)[CH2:15][CH2:14]2)[CH2:10][C@H:9]1[C:33]([N:35]1[CH2:39][CH2:38][S:37][CH2:36]1)=[O:34])=[O:7])([CH3:4])([CH3:3])[CH3:2].C(OC(C1C=CC2OC(C3CCN([C@@H]4CN[C@H](C(N5CCSC5)=O)C4)CC3)=NC=2C=1)=O)C.O.[OH-].[Li+], predict the reaction product. The product is: [C:1]([O:5][C:6]([N:8]1[CH2:12][C@@H:11]([N:13]2[CH2:14][CH2:15][CH:16]([C:19]3[O:20][C:21]4[CH:27]=[CH:26][C:25]([C:28]([OH:30])=[O:29])=[CH:24][C:22]=4[N:23]=3)[CH2:17][CH2:18]2)[CH2:10][C@H:9]1[C:33]([N:35]1[CH2:39][CH2:38][S:37][CH2:36]1)=[O:34])=[O:7])([CH3:4])([CH3:2])[CH3:3].